Dataset: Reaction yield outcomes from USPTO patents with 853,638 reactions. Task: Predict the reaction yield, written as a fraction of the theoretical maximum amount of product (1.0 means a 100% yield; for example, 0.34 means a 34% yield). (1) The catalyst is C(Cl)Cl.O. The yield is 0.300. The product is [Cl:1][C:2]1[C:26]2[O:25][C:9]3[C:10](=[O:24])[N:11]([C@@H:13]([CH2:17][CH:18]4[CH2:23][CH2:22][CH2:21][CH2:20][CH2:19]4)[C:14]([NH:27][C:28]4[CH:33]=[CH:32][CH:31]=[CH:30][N:29]=4)=[O:15])[CH2:12][C:8]=3[CH2:7][C:6]=2[CH:5]=[CH:4][CH:3]=1. The reactants are [Cl:1][C:2]1[C:26]2[O:25][C:9]3[C:10](=[O:24])[N:11]([C@@H:13]([CH2:17][CH:18]4[CH2:23][CH2:22][CH2:21][CH2:20][CH2:19]4)[C:14](O)=[O:15])[CH2:12][C:8]=3[CH2:7][C:6]=2[CH:5]=[CH:4][CH:3]=1.[NH2:27][C:28]1[CH:33]=[CH:32][CH:31]=[CH:30][N:29]=1.ON1C2C=CC=CC=2N=N1. (2) The reactants are [CH3:1][C:2]1([CH3:18])[CH:7]2[CH2:8][CH:3]1[CH2:4][CH:5]=[C:6]2[C:9]1([CH3:17])[N:13]([CH3:14])[C:12](=[O:15])[NH:11][C:10]1=[O:16].Br[CH2:20][C:21]([C:23]1[CH:28]=[CH:27][CH:26]=[CH:25][CH:24]=1)=[O:22]. No catalyst specified. The product is [CH3:1][C:2]1([CH3:18])[C@H:7]2[CH2:8][C@@H:3]1[CH2:4][CH:5]=[C:6]2[C:9]1([CH3:17])[N:13]([CH3:14])[C:12](=[O:15])[N:11]([CH2:20][C:21](=[O:22])[C:23]2[CH:28]=[CH:27][CH:26]=[CH:25][CH:24]=2)[C:10]1=[O:16]. The yield is 0.314. (3) The reactants are [Cl:1][C:2]1[CH:11]=[N:10][C:9]2[C:4](=[CH:5][CH:6]=[C:7]([OH:12])[CH:8]=2)[N:3]=1.Cl[CH2:14][CH2:15][CH:16]1[CH2:21][CH2:20][N:19]([C:22]2[N:23]=[N:24][C:25]([CH3:28])=[CH:26][CH:27]=2)[CH2:18][CH2:17]1.[I-].[K+].C(=O)([O-])[O-].[K+].[K+]. The catalyst is CN(C)C=O.C(OCC)(=O)C. The product is [Cl:1][C:2]1[CH:11]=[N:10][C:9]2[C:4](=[CH:5][CH:6]=[C:7]([O:12][CH2:14][CH2:15][CH:16]3[CH2:21][CH2:20][N:19]([C:22]4[N:23]=[N:24][C:25]([CH3:28])=[CH:26][CH:27]=4)[CH2:18][CH2:17]3)[CH:8]=2)[N:3]=1. The yield is 0.610.